Dataset: Catalyst prediction with 721,799 reactions and 888 catalyst types from USPTO. Task: Predict which catalyst facilitates the given reaction. (1) Reactant: C(N(CC)CC)C.Cl.[NH2:9][CH:10]([C:19]1[CH:20]=[CH:21][C:22](=[O:28])[N:23]([CH:25]([CH3:27])[CH3:26])[N:24]=1)[C:11](=[O:18])[C:12]1[CH:17]=[CH:16][CH:15]=[CH:14][CH:13]=1.Cl[C:30]([O:32][CH3:33])=[O:31].CCCCCC. Product: [CH:25]([N:23]1[C:22](=[O:28])[CH:21]=[CH:20][C:19]([CH:10]([NH:9][C:30](=[O:31])[O:32][CH3:33])[C:11](=[O:18])[C:12]2[CH:13]=[CH:14][CH:15]=[CH:16][CH:17]=2)=[N:24]1)([CH3:26])[CH3:27]. The catalyst class is: 91. (2) Reactant: [CH3:1][O:2][CH2:3][CH2:4][O:5][C:6]1[CH:7]=[N:8][C:9]([C:12]2[CH:13]=[C:14]([CH:29]=[CH:30][CH:31]=2)[CH2:15][C:16]2[C:21](=[O:22])[CH:20]=[CH:19][N:18]([C:23]3[CH:24]=[N:25][N:26]([CH3:28])[CH:27]=3)[N:17]=2)=[N:10][CH:11]=1.[B-](F)(F)(F)F.C1C=CN=CC=1.C1C=CN=CC=1.[IH2+:49].OS(C(F)(F)F)(=O)=O.C([O-])(O)=O.[Na+]. Product: [I:49][C:20]1[C:21](=[O:22])[C:16]([CH2:15][C:14]2[CH:29]=[CH:30][CH:31]=[C:12]([C:9]3[N:10]=[CH:11][C:6]([O:5][CH2:4][CH2:3][O:2][CH3:1])=[CH:7][N:8]=3)[CH:13]=2)=[N:17][N:18]([C:23]2[CH:24]=[N:25][N:26]([CH3:28])[CH:27]=2)[CH:19]=1. The catalyst class is: 2. (3) Reactant: [O:1]([CH2:8][CH2:9][S:10][CH2:11][C:12]1[CH:13]=[C:14]([C:18]2[CH:23]=[CH:22][C:21]([C:24](O)=[O:25])=[CH:20][CH:19]=2)[CH:15]=[CH:16][CH:17]=1)[C:2]1[CH:7]=[CH:6][CH:5]=[CH:4][CH:3]=1.[CH3:27][N:28]([CH3:32])[CH2:29][CH2:30][NH2:31]. Product: [CH3:27][N:28]([CH3:32])[CH2:29][CH2:30][NH:31][C:24]([C:21]1[CH:22]=[CH:23][C:18]([C:14]2[CH:15]=[CH:16][CH:17]=[C:12]([CH2:11][S:10][CH2:9][CH2:8][O:1][C:2]3[CH:7]=[CH:6][CH:5]=[CH:4][CH:3]=3)[CH:13]=2)=[CH:19][CH:20]=1)=[O:25]. The catalyst class is: 1.